From a dataset of Full USPTO retrosynthesis dataset with 1.9M reactions from patents (1976-2016). Predict the reactants needed to synthesize the given product. Given the product [CH3:4][NH:6][C:7]1[CH:12]=[CH:11][CH:10]=[CH:9][C:8]=1[C:13]1[CH:18]=[CH:17][CH:16]=[CH:15][CH:14]=1, predict the reactants needed to synthesize it. The reactants are: C(O[C:4]([NH:6][C:7]1[CH:12]=[CH:11][CH:10]=[CH:9][C:8]=1[C:13]1[CH:18]=[CH:17][CH:16]=[CH:15][CH:14]=1)=O)C.[H-].[Al+3].[Li+].[H-].[H-].[H-].O.[OH-].[Na+].